This data is from CYP1A2 inhibition data for predicting drug metabolism from PubChem BioAssay. The task is: Regression/Classification. Given a drug SMILES string, predict its absorption, distribution, metabolism, or excretion properties. Task type varies by dataset: regression for continuous measurements (e.g., permeability, clearance, half-life) or binary classification for categorical outcomes (e.g., BBB penetration, CYP inhibition). Dataset: cyp1a2_veith. (1) The drug is COc1ccc(OCCSc2ncn[nH]2)cc1. The result is 1 (inhibitor). (2) The compound is CCC(=O)c1ccc(OCC(O)CN2CCCCC2)cc1.Cl. The result is 0 (non-inhibitor). (3) The compound is O=C(N/N=C/c1cccnc1)c1ccc([N+](=O)[O-])cc1. The result is 1 (inhibitor). (4) The molecule is CC(C)c1nnc(NC(=O)c2sc3ccccc3c2Cl)s1. The result is 1 (inhibitor). (5) The drug is O=C(O)CCC(=O)c1ccc[nH]1. The result is 0 (non-inhibitor).